This data is from TCR-epitope binding with 47,182 pairs between 192 epitopes and 23,139 TCRs. The task is: Binary Classification. Given a T-cell receptor sequence (or CDR3 region) and an epitope sequence, predict whether binding occurs between them. (1) The epitope is PKYVKQNTLKLAT. The TCR CDR3 sequence is CASSAGFSEQFF. Result: 1 (the TCR binds to the epitope). (2) Result: 0 (the TCR does not bind to the epitope). The epitope is RTLNAWVKV. The TCR CDR3 sequence is CASSLKQSPHTEAFF. (3) The epitope is GLCTLVAML. The TCR CDR3 sequence is CASSLTRRGNQPQHF. Result: 1 (the TCR binds to the epitope).